This data is from NCI-60 drug combinations with 297,098 pairs across 59 cell lines. The task is: Regression. Given two drug SMILES strings and cell line genomic features, predict the synergy score measuring deviation from expected non-interaction effect. (1) Drug 1: C1=CC(=CC=C1C#N)C(C2=CC=C(C=C2)C#N)N3C=NC=N3. Drug 2: CC1C(C(=O)NC(C(=O)N2CCCC2C(=O)N(CC(=O)N(C(C(=O)O1)C(C)C)C)C)C(C)C)NC(=O)C3=C4C(=C(C=C3)C)OC5=C(C(=O)C(=C(C5=N4)C(=O)NC6C(OC(=O)C(N(C(=O)CN(C(=O)C7CCCN7C(=O)C(NC6=O)C(C)C)C)C)C(C)C)C)N)C. Cell line: HCC-2998. Synergy scores: CSS=4.22, Synergy_ZIP=1.32, Synergy_Bliss=8.60, Synergy_Loewe=-4.45, Synergy_HSA=1.77. (2) Drug 1: COC1=CC(=CC(=C1O)OC)C2C3C(COC3=O)C(C4=CC5=C(C=C24)OCO5)OC6C(C(C7C(O6)COC(O7)C8=CC=CS8)O)O. Drug 2: C1=C(C(=O)NC(=O)N1)N(CCCl)CCCl. Cell line: SR. Synergy scores: CSS=92.4, Synergy_ZIP=4.44, Synergy_Bliss=4.25, Synergy_Loewe=5.22, Synergy_HSA=7.61. (3) Drug 1: C1=CC=C(C=C1)NC(=O)CCCCCCC(=O)NO. Drug 2: CC1C(C(CC(O1)OC2CC(CC3=C2C(=C4C(=C3O)C(=O)C5=CC=CC=C5C4=O)O)(C(=O)C)O)N)O. Cell line: SF-539. Synergy scores: CSS=40.8, Synergy_ZIP=-5.62, Synergy_Bliss=-1.60, Synergy_Loewe=-17.1, Synergy_HSA=0.656. (4) Drug 1: CNC(=O)C1=CC=CC=C1SC2=CC3=C(C=C2)C(=NN3)C=CC4=CC=CC=N4. Drug 2: C1CC(C1)(C(=O)O)C(=O)O.[NH2-].[NH2-].[Pt+2]. Cell line: OVCAR-4. Synergy scores: CSS=27.3, Synergy_ZIP=-3.22, Synergy_Bliss=3.70, Synergy_Loewe=2.14, Synergy_HSA=3.05. (5) Drug 1: C1CC(=O)NC(=O)C1N2CC3=C(C2=O)C=CC=C3N. Drug 2: CCC1(C2=C(COC1=O)C(=O)N3CC4=CC5=C(C=CC(=C5CN(C)C)O)N=C4C3=C2)O.Cl. Cell line: MOLT-4. Synergy scores: CSS=65.9, Synergy_ZIP=-1.48, Synergy_Bliss=-5.50, Synergy_Loewe=-68.1, Synergy_HSA=-7.91.